From a dataset of Full USPTO retrosynthesis dataset with 1.9M reactions from patents (1976-2016). Predict the reactants needed to synthesize the given product. (1) The reactants are: [Cl:1][C:2]1[N:11]=[C:10]([NH:12][CH2:13][CH:14]2[CH2:19][CH:18](O)[CH2:17][N:16]([C:21]([O:23][C:24]([CH3:27])([CH3:26])[CH3:25])=[O:22])[CH2:15]2)[C:9]2[C:4](=[N:5][CH:6]=[CH:7][N:8]=2)[CH:3]=1.CC(OI1(OC(C)=O)(OC(C)=O)OC(=O)C2C=CC=CC1=2)=[O:30]. Given the product [Cl:1][C:2]1[N:11]=[C:10]([NH:12][CH2:13][CH:14]2[C:19](=[O:30])[CH2:18][CH2:17][N:16]([C:21]([O:23][C:24]([CH3:27])([CH3:26])[CH3:25])=[O:22])[CH2:15]2)[C:9]2[C:4](=[N:5][CH:6]=[CH:7][N:8]=2)[CH:3]=1, predict the reactants needed to synthesize it. (2) The reactants are: [NH2:1][CH2:2][CH2:3][O:4][C:5]1[C:15]2[CH2:14][CH2:13][N:12]([C:16](=[O:21])[C:17]([F:20])([F:19])[F:18])[CH2:11][CH2:10][C:9]=2[CH:8]=[CH:7][C:6]=1[Cl:22].[F:23][C:24]1[CH:32]=[CH:31][CH:30]=[CH:29][C:25]=1[C:26](Cl)=[O:27].C(N(CC)CC)C.Cl. Given the product [Cl:22][C:6]1[CH:7]=[CH:8][C:9]2[CH2:10][CH2:11][N:12]([C:16](=[O:21])[C:17]([F:19])([F:18])[F:20])[CH2:13][CH2:14][C:15]=2[C:5]=1[O:4][CH2:3][CH2:2][NH:1][C:26](=[O:27])[C:25]1[CH:29]=[CH:30][CH:31]=[CH:32][C:24]=1[F:23], predict the reactants needed to synthesize it. (3) Given the product [F:3][C:4]1[CH:12]=[CH:11][C:10]2[C:6](=[CH:7][N:8]([CH3:13])[N:9]=2)[C:5]=1[C@@H:14]1[CH2:16][C@H:15]1[CH2:17][NH:18][C:26](=[O:28])[CH3:27], predict the reactants needed to synthesize it. The reactants are: Cl.Cl.[F:3][C:4]1[CH:12]=[CH:11][C:10]2[C:6](=[CH:7][N:8]([CH3:13])[N:9]=2)[C:5]=1[C@@H:14]1[CH2:16][C@H:15]1[CH2:17][NH2:18].C(N(CC)CC)C.[C:26](OC(=O)C)(=[O:28])[CH3:27]. (4) The reactants are: [CH2:1]([C:13]1[CH:14]=[C:15]([C:18]2[NH:19][C:20](=[O:44])[C:21]3[C:25]=2[C:24](=[O:26])[NH:23][C:22]=3[C:27]2[S:28][CH:29]=[C:30]([CH2:32][CH2:33][CH2:34][CH2:35][CH2:36][CH2:37][CH2:38][CH2:39][CH2:40][CH2:41][CH2:42][CH3:43])[CH:31]=2)[S:16][CH:17]=1)[CH2:2][CH2:3][CH2:4][CH2:5][CH2:6][CH2:7][CH2:8][CH2:9][CH2:10][CH2:11][CH3:12].Br[CH2:46][CH:47]([CH2:50][CH2:51][CH2:52][CH3:53])[CH2:48][CH3:49].C([O-])([O-])=O.[Cs+].[Cs+]. Given the product [CH2:32]([C:30]1[CH:31]=[C:27]([C:22]2[N:23]([CH2:17][CH:13]([CH2:14][CH3:15])[CH2:1][CH2:2][CH2:3][CH3:4])[C:24](=[O:26])[C:25]3[C:21]=2[C:20](=[O:44])[N:19]([CH2:46][CH:47]([CH2:48][CH3:49])[CH2:50][CH2:51][CH2:52][CH3:53])[C:18]=3[C:15]2[S:16][CH:17]=[C:13]([CH2:1][CH2:2][CH2:3][CH2:4][CH2:5][CH2:6][CH2:7][CH2:8][CH2:9][CH2:10][CH2:11][CH3:12])[CH:14]=2)[S:28][CH:29]=1)[CH2:33][CH2:34][CH2:35][CH2:36][CH2:37][CH2:38][CH2:39][CH2:40][CH2:41][CH2:42][CH3:43], predict the reactants needed to synthesize it. (5) Given the product [C:28]([O:27][C:25]([NH:24][CH2:23][CH2:22][O:21][CH2:20][CH2:19][O:18][C:16]([NH:15][CH2:14][CH2:13][O:12][CH2:11][CH2:10][O:9][C:7]([NH:6][CH2:5][C:4]([OH:32])=[O:3])=[O:8])=[O:17])=[O:26])([CH3:31])([CH3:29])[CH3:30], predict the reactants needed to synthesize it. The reactants are: C([O:3][C:4](=[O:32])[CH2:5][NH:6][C:7]([O:9][CH2:10][CH2:11][O:12][CH2:13][CH2:14][NH:15][C:16]([O:18][CH2:19][CH2:20][O:21][CH2:22][CH2:23][NH:24][C:25]([O:27][C:28]([CH3:31])([CH3:30])[CH3:29])=[O:26])=[O:17])=[O:8])C.[OH-].[Li+].